This data is from Catalyst prediction with 721,799 reactions and 888 catalyst types from USPTO. The task is: Predict which catalyst facilitates the given reaction. Reactant: [Cl:1][C:2]1[C:3](O)=[N:4][C:5]([C:8]2[S:9][CH:10]=[CH:11][CH:12]=2)=[N:6][CH:7]=1.P(Br)(Br)([Br:16])=O.CN(C)C1C=CC=CC=1. Product: [Br:16][C:3]1[C:2]([Cl:1])=[CH:7][N:6]=[C:5]([C:8]2[S:9][CH:10]=[CH:11][CH:12]=2)[N:4]=1. The catalyst class is: 11.